Predict the reaction yield, written as a fraction of the theoretical maximum amount of product (1.0 means a 100% yield; for example, 0.34 means a 34% yield). From a dataset of Reaction yield outcomes from USPTO patents with 853,638 reactions. (1) The reactants are [Cl-].O[NH3+:3].[C:4](=[O:7])([O-])[OH:5].[Na+].CS(C)=O.[CH:13]1([CH:16]([OH:53])[CH2:17][O:18][C@H:19]2[CH2:24][CH2:23][C@H:22]([N:25]3[C:30](=[O:31])[C:29]([CH2:32][C:33]4[CH:38]=[CH:37][C:36]([C:39]5[C:40]([C:45]#[N:46])=[CH:41][CH:42]=[CH:43][CH:44]=5)=[CH:35][CH:34]=4)=[C:28]([CH2:47][CH2:48][CH3:49])[N:27]4[N:50]=[CH:51][CH:52]=[C:26]34)[CH2:21][CH2:20]2)[CH2:15][CH2:14]1. The yield is 0.810. The product is [CH:13]1([CH:16]([OH:53])[CH2:17][O:18][C@H:19]2[CH2:20][CH2:21][C@H:22]([N:25]3[C:30](=[O:31])[C:29]([CH2:32][C:33]4[CH:34]=[CH:35][C:36]([C:39]5[CH:44]=[CH:43][CH:42]=[CH:41][C:40]=5[C:45]5[NH:3][C:4](=[O:7])[O:5][N:46]=5)=[CH:37][CH:38]=4)=[C:28]([CH2:47][CH2:48][CH3:49])[N:27]4[N:50]=[CH:51][CH:52]=[C:26]34)[CH2:23][CH2:24]2)[CH2:14][CH2:15]1. The catalyst is C(OCC)(=O)C. (2) The reactants are Br.Br[CH2:3][C:4]1[N:8]([CH3:9])[C:7]2[CH:10]=[CH:11][CH:12]=[CH:13][C:6]=2[N:5]=1.[CH3:14][C:15]1[N:20]=[C:19]([SH:21])[N:18]=[C:17]([OH:22])[CH:16]=1.C(N(CC)CC)C. The catalyst is C(O)C. The product is [CH3:14][C:15]1[N:20]=[C:19]([S:21][CH2:3][C:4]2[N:8]([CH3:9])[C:7]3[CH:10]=[CH:11][CH:12]=[CH:13][C:6]=3[N:5]=2)[N:18]=[C:17]([OH:22])[CH:16]=1. The yield is 0.900. (3) The reactants are [F:1][C:2]1[C:3](F)=[C:4]2[O:9][CH2:8][C@H:7]([CH3:10])[N:6]3[CH:11]=[C:12]([C:17]([OH:19])=[O:18])[C:13](=[O:16])[C:14]([CH:15]=1)=[C:5]23.[CH3:21][N:22]1[CH2:27][CH2:26][NH:25][CH2:24][CH2:23]1.CC(O)C. The catalyst is CCCCCCC. The product is [CH3:10][C@@H:7]1[N:6]2[C:5]3[C:14]([C:13]([C:12]([C:17]([OH:19])=[O:18])=[CH:11]2)=[O:16])=[CH:15][C:2]([F:1])=[C:3]([N:25]2[CH2:26][CH2:27][N:22]([CH3:21])[CH2:23][CH2:24]2)[C:4]=3[O:9][CH2:8]1. The yield is 0.760. (4) The reactants are [NH2:1][C:2]1[CH:10]=[CH:9][CH:8]=[C:7]2[C:3]=1[C:4](=[O:42])[N:5]([CH2:12][C:13]([O:15][C@H:16]([C:27]1[CH:32]=[CH:31][C:30]([O:33][CH:34]([F:36])[F:35])=[C:29]([O:37][CH2:38][CH:39]3[CH2:41][CH2:40]3)[CH:28]=1)[CH2:17][C:18]1[C:23]([Cl:24])=[CH:22][N+:21]([O-:25])=[CH:20][C:19]=1[Cl:26])=[O:14])[C:6]2=[O:11].[CH3:43][O:44][CH2:45][C:46](Cl)=[O:47]. The catalyst is CN(C=O)C.CN(C1C=CN=CC=1)C. The product is [Cl:24][C:23]1[CH:22]=[N+:21]([O-:25])[CH:20]=[C:19]([Cl:26])[C:18]=1[CH2:17][C@@H:16]([C:27]1[CH:32]=[CH:31][C:30]([O:33][CH:34]([F:35])[F:36])=[C:29]([O:37][CH2:38][CH:39]2[CH2:40][CH2:41]2)[CH:28]=1)[O:15][C:13](=[O:14])[CH2:12][N:5]1[C:4](=[O:42])[C:3]2[C:7](=[CH:8][CH:9]=[CH:10][C:2]=2[NH:1][C:46](=[O:47])[CH2:45][O:44][CH3:43])[C:6]1=[O:11]. The yield is 0.670.